From a dataset of Full USPTO retrosynthesis dataset with 1.9M reactions from patents (1976-2016). Predict the reactants needed to synthesize the given product. (1) Given the product [NH2:25][C:12]1[CH:13]=[C:14]([C:21]([O:23][CH3:24])=[O:22])[C:15]([S:17]([CH3:20])(=[O:18])=[O:19])=[CH:16][C:11]=1[N:8]1[CH2:7][CH2:6][N:5]([C:28]([O:30][C:31]([CH3:32])([CH3:33])[CH3:34])=[O:29])[C@H:4]([CH:1]([CH3:2])[CH3:3])[C:9]1=[O:10], predict the reactants needed to synthesize it. The reactants are: [CH:1]([C@@H:4]1[C:9](=[O:10])[N:8]([C:11]2[CH:16]=[C:15]([S:17]([CH3:20])(=[O:19])=[O:18])[C:14]([C:21]([O:23][CH3:24])=[O:22])=[CH:13][C:12]=2[N+:25]([O-])=O)[CH2:7][CH2:6][N:5]1[C:28]([O:30][C:31]([CH3:34])([CH3:33])[CH3:32])=[O:29])([CH3:3])[CH3:2]. (2) Given the product [Br:1][C:2]1[C:6]2[CH:7]=[C:8]([O:11][CH3:12])[CH:9]=[CH:10][C:5]=2[O:4][C:3]=1[CH:13]([NH:20][C:21]1[CH:22]=[CH:23][C:24]([C:27]([N:29]([CH3:37])[CH2:30][CH2:31][C:32]([OH:34])=[O:33])=[O:28])=[CH:25][CH:26]=1)[CH:14]1[CH2:19][CH2:18][CH2:17][CH2:16][CH2:15]1, predict the reactants needed to synthesize it. The reactants are: [Br:1][C:2]1[C:6]2[CH:7]=[C:8]([O:11][CH3:12])[CH:9]=[CH:10][C:5]=2[O:4][C:3]=1[CH:13]([NH:20][C:21]1[CH:26]=[CH:25][C:24]([C:27]([N:29]([CH3:37])[CH2:30][CH2:31][C:32]([O:34]CC)=[O:33])=[O:28])=[CH:23][CH:22]=1)[CH:14]1[CH2:19][CH2:18][CH2:17][CH2:16][CH2:15]1.O1CCCC1.[OH-].[Na+]. (3) Given the product [ClH:31].[F:1][C:2]1[CH:11]=[C:10]2[C:5]([N:6]=[CH:7][C:8](=[O:30])[N:9]2[CH2:12][CH2:13][N:14]2[CH2:15][CH2:16][CH:17]([NH:20][CH2:21][C:22]#[C:23][C:24]3[CH:25]=[CH:26][CH:27]=[CH:28][CH:29]=3)[CH2:18][CH2:19]2)=[CH:4][CH:3]=1, predict the reactants needed to synthesize it. The reactants are: [F:1][C:2]1[CH:11]=[C:10]2[C:5]([N:6]=[CH:7][C:8](=[O:30])[N:9]2[CH2:12][CH2:13][N:14]2[CH2:19][CH2:18][CH:17]([NH:20][CH2:21][C:22]#[C:23][C:24]3[CH:29]=[CH:28][CH:27]=[CH:26][CH:25]=3)[CH2:16][CH2:15]2)=[CH:4][CH:3]=1.[ClH:31].C(OCC)(=O)C. (4) Given the product [O:17]1[CH2:21][CH2:20][CH:19]([CH2:22][NH:23][C:13]([C:10]2[CH:9]=[C:8]([CH2:7][O:6][CH:1]3[CH2:2][CH2:3][CH2:4][CH2:5]3)[O:12][N:11]=2)=[O:15])[CH2:18]1, predict the reactants needed to synthesize it. The reactants are: [CH:1]1([O:6][CH2:7][C:8]2[O:12][N:11]=[C:10]([C:13]([OH:15])=O)[CH:9]=2)[CH2:5][CH2:4][CH2:3][CH2:2]1.Cl.[O:17]1[CH2:21][CH2:20][CH:19]([CH2:22][NH2:23])[CH2:18]1.C(N(CC)CC)C.ON1C2C=CC=CC=2N=N1.Cl.C(N=C=NCCCN(C)C)C. (5) Given the product [CH:1]1([NH:4][C:5]([NH:7][C:8]2[CH:9]=[CH:10][C:11]([C:14]3[N:15]=[C:16]([N:23]4[CH2:28][CH2:27][O:26][CH2:25][C@@H:24]4[CH3:29])[C:17]4[CH2:22][N:21]([CH2:30][CH:31]([CH3:33])[CH3:32])[CH2:20][C:18]=4[N:19]=3)=[CH:12][CH:13]=2)=[O:6])[CH2:2][CH2:3]1, predict the reactants needed to synthesize it. The reactants are: [CH:1]1([NH:4][C:5]([NH:7][C:8]2[CH:13]=[CH:12][C:11]([C:14]3[N:15]=[C:16]([N:23]4[CH2:28][CH2:27][O:26][CH2:25][C@@H:24]4[CH3:29])[C:17]4[CH2:22][NH:21][CH2:20][C:18]=4[N:19]=3)=[CH:10][CH:9]=2)=[O:6])[CH2:3][CH2:2]1.[CH:30](=O)[CH:31]([CH3:33])[CH3:32]. (6) Given the product [OH:40][C:32]1([C:35]2[S:36][CH:37]=[CH:38][N:39]=2)[CH2:31][CH2:30][CH:29]([N:27]2[CH2:26][CH:25]([NH:24][C:23]([CH2:22][NH:21][C:10]3[C:11]4[C:16](=[CH:15][CH:14]=[C:13]([C:17]([F:19])([F:20])[F:18])[CH:12]=4)[N:8]([C:6]([NH2:5])=[O:7])[N:9]=3)=[O:41])[CH2:28]2)[CH2:34][CH2:33]1, predict the reactants needed to synthesize it. The reactants are: C([NH:5][C:6]([N:8]1[C:16]2[C:11](=[CH:12][C:13]([C:17]([F:20])([F:19])[F:18])=[CH:14][CH:15]=2)[C:10]([NH:21][CH2:22][C:23](=[O:41])[NH:24][CH:25]2[CH2:28][N:27]([CH:29]3[CH2:34][CH2:33][C:32]([OH:40])([C:35]4[S:36][CH:37]=[CH:38][N:39]=4)[CH2:31][CH2:30]3)[CH2:26]2)=[N:9]1)=[O:7])(C)(C)C. (7) Given the product [CH2:1]([N:3]([CH:29]1[CH2:30][CH2:31][O:32][CH2:33][CH2:34]1)[C:4]1[C:19]2[CH2:18][CH:17]=[CH:16][CH2:15][CH:14]([CH3:20])[C:13]3[CH:21]=[C:22]([CH3:27])[NH:23][C:24](=[O:25])[C:12]=3[CH2:11][NH:10][C:9](=[O:28])[C:8]=2[CH:7]=[CH:6][CH:5]=1)[CH3:2], predict the reactants needed to synthesize it. The reactants are: [CH2:1]([N:3]([CH:29]1[CH2:34][CH2:33][O:32][CH2:31][CH2:30]1)[C:4]1[C:19]2[CH2:18][CH:17]=[CH:16][CH2:15][CH:14]([CH3:20])[C:13]3[CH:21]=[C:22]([CH3:27])[N:23]=[C:24]([O:25]C)[C:12]=3[CH2:11][NH:10][C:9](=[O:28])[C:8]=2[CH:7]=[CH:6][CH:5]=1)[CH3:2].Cl.